Dataset: Catalyst prediction with 721,799 reactions and 888 catalyst types from USPTO. Task: Predict which catalyst facilitates the given reaction. (1) Reactant: [Cl:1][C:2]1[CH:3]=[C:4]([C:9]2[C:19]([C:20]([NH2:22])=[O:21])=[C:12]3[CH2:13][NH:14][C:15]4([CH2:18][CH2:17]4)[CH2:16][N:11]3[N:10]=2)[CH:5]=[CH:6][C:7]=1[F:8].[C:23]([N:27]=[C:28]=[O:29])([CH3:26])([CH3:25])[CH3:24]. Product: [C:23]([NH:27][C:28]([N:14]1[C:15]2([CH2:18][CH2:17]2)[CH2:16][N:11]2[N:10]=[C:9]([C:4]3[CH:5]=[CH:6][C:7]([F:8])=[C:2]([Cl:1])[CH:3]=3)[C:19]([C:20]([NH2:22])=[O:21])=[C:12]2[CH2:13]1)=[O:29])([CH3:26])([CH3:25])[CH3:24]. The catalyst class is: 20. (2) Reactant: [CH3:1][O:2][C:3]1[CH:8]=[CH:7][CH:6]=[C:5]([O:9][CH3:10])[C:4]=1[C:11]1[N:16]=[C:15](S(C)(=O)=O)[N:14]=[C:13]([C:21]([NH2:23])=[O:22])[CH:12]=1.[CH2:24]([NH:26][CH2:27][CH3:28])[CH3:25].CN1CCOCC1. Product: [CH2:24]([N:26]([CH2:27][CH3:28])[C:15]1[N:14]=[C:13]([C:21]([NH2:23])=[O:22])[CH:12]=[C:11]([C:4]2[C:3]([O:2][CH3:1])=[CH:8][CH:7]=[CH:6][C:5]=2[O:9][CH3:10])[N:16]=1)[CH3:25]. The catalyst class is: 16. (3) Product: [CH2:34]([NH:31][C:32]([N:18]1[CH2:19][CH2:20][CH2:21][N:15]([C:4]2[C:3]([C:1]#[N:2])=[CH:13][C:7]([C:8]([O:10][CH2:11][CH3:12])=[O:9])=[C:6]([CH3:14])[N:5]=2)[CH2:16][CH2:17]1)=[O:33])[C:35]1[CH:40]=[CH:39][CH:38]=[CH:37][CH:36]=1. Reactant: [C:1]([C:3]1[C:4]([N:15]2[CH2:21][CH2:20][CH2:19][NH:18][CH2:17][CH2:16]2)=[N:5][C:6]([CH3:14])=[C:7]([CH:13]=1)[C:8]([O:10][CH2:11][CH3:12])=[O:9])#[N:2].CCN(C(C)C)C(C)C.[N:31]([CH2:34][C:35]1[CH:40]=[CH:39][CH:38]=[CH:37][CH:36]=1)=[C:32]=[O:33].CCOC(C)=O. The catalyst class is: 585. (4) Reactant: [CH2:1]([C@@H:8]1[CH2:12][O:11][C:10](=[O:13])[N:9]1[C:14](=[O:24])/[CH:15]=[CH:16]/[C:17]1[CH:22]=[CH:21][C:20]([Cl:23])=[CH:19][CH:18]=1)[C:2]1[CH:7]=[CH:6][CH:5]=[CH:4][CH:3]=1.[CH2:25]([N:32]([CH2:36][Si](C)(C)C)[CH2:33]OC)[C:26]1[CH:31]=[CH:30][CH:29]=[CH:28][CH:27]=1.FC(F)(F)C(O)=O.C(=O)([O-])O.[Na+]. Product: [CH2:1]([C@@H:8]1[CH2:12][O:11][C:10](=[O:13])[N:9]1[C:14]([C@H:15]1[C@H:16]([C:17]2[CH:22]=[CH:21][C:20]([Cl:23])=[CH:19][CH:18]=2)[CH2:36][N:32]([CH2:25][C:26]2[CH:31]=[CH:30][CH:29]=[CH:28][CH:27]=2)[CH2:33]1)=[O:24])[C:2]1[CH:7]=[CH:6][CH:5]=[CH:4][CH:3]=1.[CH2:1]([C@@H:8]1[CH2:12][O:11][C:10](=[O:13])[N:9]1[C:14]([C@@H:15]1[C@@H:16]([C:17]2[CH:22]=[CH:21][C:20]([Cl:23])=[CH:19][CH:18]=2)[CH2:36][N:32]([CH2:25][C:26]2[CH:31]=[CH:30][CH:29]=[CH:28][CH:27]=2)[CH2:33]1)=[O:24])[C:2]1[CH:7]=[CH:6][CH:5]=[CH:4][CH:3]=1. The catalyst class is: 11. (5) Product: [Cl:1][C:2]1[CH:3]=[C:4]([C:12]2[O:14][N:37]=[C:38]([C:39]3[CH:47]=[CH:46][CH:45]=[C:44]4[C:40]=3[CH:41]=[N:42][N:43]4[CH2:48][C:49]([CH3:55])([CH3:56])[C:50]([O:52][CH2:53][CH3:54])=[O:51])[N:57]=2)[CH:5]=[N:6][C:7]=1[O:8][CH:9]([CH3:10])[CH3:11]. Reactant: [Cl:1][C:2]1[CH:3]=[C:4]([C:12]([OH:14])=O)[CH:5]=[N:6][C:7]=1[O:8][CH:9]([CH3:11])[CH3:10].C(N(CC)CC)C.C1C=CC2N(O)N=NC=2C=1.C(Cl)CCl.O[NH:37][C:38](=[NH:57])[C:39]1[CH:47]=[CH:46][CH:45]=[C:44]2[C:40]=1[CH:41]=[N:42][N:43]2[CH2:48][C:49]([CH3:56])([CH3:55])[C:50]([O:52][CH2:53][CH3:54])=[O:51]. The catalyst class is: 508. (6) Reactant: [NH2:1][CH2:2][C@:3]1([OH:18])[CH2:8][CH2:7][CH2:6][C@H:5]([NH:9][C:10]2[C:15]([F:16])=[CH:14][N:13]=[C:12]([Cl:17])[N:11]=2)[CH2:4]1.CCN(C(C)C)C(C)C.[C:28](Cl)(=[O:30])[CH3:29].Cl.[OH-].[Na+]. Product: [Cl:17][C:12]1[N:11]=[C:10]([NH:9][C@H:5]2[CH2:6][CH2:7][CH2:8][C@:3]([CH2:2][NH:1][C:28](=[O:30])[CH3:29])([OH:18])[CH2:4]2)[C:15]([F:16])=[CH:14][N:13]=1. The catalyst class is: 4.